Dataset: Catalyst prediction with 721,799 reactions and 888 catalyst types from USPTO. Task: Predict which catalyst facilitates the given reaction. (1) Reactant: CNN.O=C1C2C(=CC=CC=2)C(=O)[N:6]1[N:15]([CH2:23][CH3:24])[C:16](=[O:22])[O:17][C:18]([CH3:21])([CH3:20])[CH3:19]. Product: [CH2:23]([N:15]([C:16]([O:17][C:18]([CH3:19])([CH3:21])[CH3:20])=[O:22])[NH2:6])[CH3:24]. The catalyst class is: 1. (2) Reactant: [CH3:1][O:2][C:3](=[O:14])[CH2:4][C:5](=[CH:11][C:12]#[N:13])[CH2:6][C:7]([O:9][CH3:10])=[O:8]. Product: [CH3:10][O:9][C:7](=[O:8])[CH2:6][CH:5]([CH2:11][C:12]#[N:13])[CH2:4][C:3]([O:2][CH3:1])=[O:14]. The catalyst class is: 19. (3) Reactant: CC1(C)C2C(=C(P(C3C=CC=CC=3)C3C=CC=CC=3)C=CC=2)OC2C(P(C3C=CC=CC=3)C3C=CC=CC=3)=CC=CC1=2.Cl[C:44]1[CH:45]=[CH:46][C:47]2[CH2:48][N:49]([CH3:60])[CH2:50][CH:51]([CH2:55][C:56]([F:59])([F:58])[F:57])[O:52][C:53]=2[N:54]=1.[CH3:61][O:62][C:63]1[N:68]=[C:67]([NH2:69])[CH:66]=[CH:65][C:64]=1[C:70]1[CH:75]=[C:74]([CH3:76])[N:73]=[CH:72][N:71]=1.C(=O)([O-])[O-].[Cs+].[Cs+]. Product: [CH3:61][O:62][C:63]1[N:68]=[C:67]([NH:69][C:44]2[CH:45]=[CH:46][C:47]3[CH2:48][N:49]([CH3:60])[CH2:50][CH:51]([CH2:55][C:56]([F:59])([F:58])[F:57])[O:52][C:53]=3[N:54]=2)[CH:66]=[CH:65][C:64]=1[C:70]1[CH:75]=[C:74]([CH3:76])[N:73]=[CH:72][N:71]=1. The catalyst class is: 160. (4) The catalyst class is: 9. Reactant: [C:1]([O:5][C:6]([N:8]1[CH2:13][CH2:12][CH:11]([N:14]2[C:18]3=[N:19][CH:20]=[N:21][C:22](Cl)=[C:17]3[CH:16]=[N:15]2)[CH2:10][CH2:9]1)=[O:7])([CH3:4])([CH3:3])[CH3:2].[F:24][C:25]1[CH:26]=[C:27]([OH:31])[CH:28]=[CH:29][CH:30]=1. Product: [C:1]([O:5][C:6]([N:8]1[CH2:13][CH2:12][CH:11]([N:14]2[C:18]3=[N:19][CH:20]=[N:21][C:22]([O:31][C:27]4[CH:28]=[CH:29][CH:30]=[C:25]([F:24])[CH:26]=4)=[C:17]3[CH:16]=[N:15]2)[CH2:10][CH2:9]1)=[O:7])([CH3:4])([CH3:3])[CH3:2]. (5) Reactant: [Cl:1][C:2]1[CH:3]=[C:4]([C:9]23[CH:14]([CH:15]=O)[CH:13]2[CH2:12][N:11]([C:17]([O:19][C:20]([CH3:23])([CH3:22])[CH3:21])=[O:18])[CH2:10]3)[CH:5]=[CH:6][C:7]=1[Cl:8].C1(=O)NC(=O)C=C1.ClC1C=C(C=CC=1Cl)N.Cl.[NH2:41][OH:42].N1C=CC=CC=1. Product: [Cl:1][C:2]1[CH:3]=[C:4]([C:9]23[CH:14]([CH:15]=[N:41][OH:42])[CH:13]2[CH2:12][N:11]([C:17]([O:19][C:20]([CH3:23])([CH3:22])[CH3:21])=[O:18])[CH2:10]3)[CH:5]=[CH:6][C:7]=1[Cl:8]. The catalyst class is: 8. (6) The catalyst class is: 643. Product: [Cl:8][C:9]1[CH:10]=[C:11]([C:19]2[S:23][C:22]([C:24]3[C:25]([CH3:34])=[C:26]4[C:31](=[CH:32][CH:33]=3)[CH2:30][N:29]([C:55](=[O:56])[CH2:57][NH:58][CH2:2][CH2:3][OH:5])[CH2:28][CH2:27]4)=[N:21][N:20]=2)[CH:12]=[CH:13][C:14]=1[O:15][CH:16]([CH3:18])[CH3:17]. Reactant: F[C:2](F)(F)[C:3]([OH:5])=O.[Cl:8][C:9]1[CH:10]=[C:11]([C:19]2[S:23][C:22]([C:24]3[C:25]([CH3:34])=[C:26]4[C:31](=[CH:32][CH:33]=3)[CH2:30][NH:29][CH2:28][CH2:27]4)=[N:21][N:20]=2)[CH:12]=[CH:13][C:14]=1[O:15][CH:16]([CH3:18])[CH3:17].CCN(C(C)C)C(C)C.BrCC(Br)=O.C(=O)([O-])[O-].[K+].[K+].[CH2:55]([CH2:57][NH2:58])[OH:56].